From a dataset of Full USPTO retrosynthesis dataset with 1.9M reactions from patents (1976-2016). Predict the reactants needed to synthesize the given product. (1) Given the product [C:16]([C:13]1[CH:14]=[CH:15][C:10]([NH:9][C:2](=[O:1])[CH2:3][CH2:4][C:5]([O:7][CH3:8])=[O:6])=[N:11][CH:12]=1)#[CH:17], predict the reactants needed to synthesize it. The reactants are: [O:1]=[C:2]([NH:9][C:10]1[CH:15]=[CH:14][C:13]([C:16]#[C:17][Si](C)(C)C)=[CH:12][N:11]=1)[CH2:3][CH2:4][C:5]([O:7][CH3:8])=[O:6].C(=O)([O-])[O-].[K+].[K+]. (2) Given the product [NH2:1][C:2]1[C:11]2[N:12]=[C:13]([CH2:24][CH3:25])[N:14]([CH2:15][CH2:16][CH2:17][CH2:18][NH:19][S:20]([CH3:23])(=[O:22])=[O:21])[C:10]=2[C:9]2[CH:8]=[CH:7][C:6]([OH:26])=[CH:5][C:4]=2[N:3]=1, predict the reactants needed to synthesize it. The reactants are: [NH2:1][C:2]1[C:11]2[N:12]=[C:13]([CH2:24][CH3:25])[N:14]([CH2:15][CH2:16][CH2:17][CH2:18][NH:19][S:20]([CH3:23])(=[O:22])=[O:21])[C:10]=2[C:9]2[CH:8]=[CH:7][C:6]([O:26]CC3C=CC=CC=3)=[CH:5][C:4]=2[N:3]=1.[H][H].Cl.[OH-].[Na+]. (3) Given the product [N:16]1[C:8]([C:7]2[C:2]([NH:23][C:24]3[C:25]([F:36])=[C:26]([NH:31][S:32]([CH3:35])(=[O:34])=[O:33])[CH:27]=[CH:28][C:29]=3[F:30])=[N:3][CH:4]=[CH:5][CH:6]=2)=[C:9]2[C:13]([NH:12][CH:11]=[N:10]2)=[N:14][CH:15]=1, predict the reactants needed to synthesize it. The reactants are: F[C:2]1[C:7]([C:8]2[N:16]=[CH:15][N:14]=[C:13]3[C:9]=2[N:10]=[CH:11][N:12]3C2CCCCO2)=[CH:6][CH:5]=[CH:4][N:3]=1.[NH2:23][C:24]1[C:25]([F:36])=[C:26]([NH:31][S:32]([CH3:35])(=[O:34])=[O:33])[CH:27]=[CH:28][C:29]=1[F:30]. (4) Given the product [O:15]=[C:9]1[C:10]2[NH:11][C:12]3[C:4](=[CH:3][C:2]([NH:1][C:26](=[O:25])[CH3:27])=[CH:14][CH:13]=3)[C:5]=2[CH2:6][CH2:7][CH2:8]1, predict the reactants needed to synthesize it. The reactants are: [NH2:1][C:2]1[CH:3]=[C:4]2[C:12](=[CH:13][CH:14]=1)[NH:11][C:10]1[C:9](=[O:15])[CH2:8][CH2:7][CH2:6][C:5]2=1.CCN(C(C)C)C(C)C.[O:25]1CC[CH2:27][CH2:26]1. (5) The reactants are: [Cl:1][C:2]1[CH:3]=[C:4]([OH:8])[CH:5]=[N:6][CH:7]=1.C(=O)([O-])[O-].[K+].[K+].Br[CH:16]([CH2:21][CH3:22])[C:17]([O:19][CH3:20])=[O:18].O. Given the product [Cl:1][C:2]1[CH:3]=[C:4]([O:8][CH:16]([CH2:21][CH3:22])[C:17]([O:19][CH3:20])=[O:18])[CH:5]=[N:6][CH:7]=1, predict the reactants needed to synthesize it. (6) Given the product [C:1]([N:5]([C:18]([C:19]1[CH:24]=[CH:23][C:22]2[CH:25]=[N:39][N:38]([CH3:37])[B:27]([OH:28])[C:21]=2[CH:20]=1)=[O:36])[NH:6][C:7](=[O:17])[C:8]1[CH:13]=[CH:12][CH:11]=[C:10]([O:14][CH3:15])[C:9]=1[CH3:16])([CH3:4])([CH3:3])[CH3:2], predict the reactants needed to synthesize it. The reactants are: [C:1]([N:5]([C:18](=[O:36])[C:19]1[CH:24]=[CH:23][C:22]([CH:25]=O)=[C:21]([B:27]2OC(C)(C)C(C)(C)[O:28]2)[CH:20]=1)[NH:6][C:7](=[O:17])[C:8]1[CH:13]=[CH:12][CH:11]=[C:10]([O:14][CH3:15])[C:9]=1[CH3:16])([CH3:4])([CH3:3])[CH3:2].[CH3:37][NH:38][NH2:39]. (7) The reactants are: [NH2:1][C:2]1[N:6]([C:7]2[CH:12]=[CH:11][CH:10]=[CH:9][C:8]=2[CH3:13])[N:5]=[CH:4][C:3]=1[C:14]([NH2:16])=[O:15].[CH3:17][CH:18]1[CH2:23][CH2:22][CH:21]([CH2:24][C:25](O)=O)[CH2:20][CH2:19]1.C[Si](OP(=O)=O)(C)C. Given the product [CH3:17][CH:18]1[CH2:23][CH2:22][CH:21]([CH2:24][C:25]2[NH:16][C:14](=[O:15])[C:3]3[CH:4]=[N:5][N:6]([C:7]4[CH:12]=[CH:11][CH:10]=[CH:9][C:8]=4[CH3:13])[C:2]=3[N:1]=2)[CH2:20][CH2:19]1, predict the reactants needed to synthesize it.